This data is from CYP2C9 inhibition data for predicting drug metabolism from PubChem BioAssay. The task is: Regression/Classification. Given a drug SMILES string, predict its absorption, distribution, metabolism, or excretion properties. Task type varies by dataset: regression for continuous measurements (e.g., permeability, clearance, half-life) or binary classification for categorical outcomes (e.g., BBB penetration, CYP inhibition). Dataset: cyp2c9_veith. (1) The molecule is O=C(Oc1ccccc1)N1CCC2(CCN(Cc3ccccc3)CC2)CC1. The result is 0 (non-inhibitor). (2) The drug is O=C(O)CC1(C(=O)O)CCCCC1. The result is 0 (non-inhibitor). (3) The compound is O=C(NCCCN1CCOCC1)c1cc2c(s1)CSC2. The result is 0 (non-inhibitor). (4) The compound is CC(C)N(CCCNC(=O)C1CCN(S(=O)(=O)N2CCOCC2)CC1)Cc1ccccc1. The result is 0 (non-inhibitor). (5) The result is 1 (inhibitor). The compound is O=C(NC(=S)Nc1ccc(N2CCCCC2)c(Cl)c1)c1ccc2c(c1)OCCO2. (6) The compound is NC[C@@H](Cc1ccccc1)P(=O)(O)O. The result is 0 (non-inhibitor). (7) The drug is CCc1ccc(NC(=O)C2CCN(S(=O)(=O)c3c(C)[nH]c(=O)[nH]c3=O)CC2)cc1. The result is 0 (non-inhibitor).